Dataset: Retrosynthesis with 50K atom-mapped reactions and 10 reaction types from USPTO. Task: Predict the reactants needed to synthesize the given product. The reactants are: O=C1CCN(c2cccc(-c3ccnc(Cl)n3)c2)CC1. Given the product OC1CCN(c2cccc(-c3ccnc(Cl)n3)c2)CC1, predict the reactants needed to synthesize it.